From a dataset of Full USPTO retrosynthesis dataset with 1.9M reactions from patents (1976-2016). Predict the reactants needed to synthesize the given product. (1) Given the product [ClH:35].[N:5]1[CH:6]=[CH:7][C:2]([NH:1][C:12]2[N:13]=[CH:14][C:15]3[CH:21]=[C:20]([C:22]4[CH:23]=[C:24]([O:30][CH3:31])[CH:25]=[C:26]([O:28][CH3:29])[CH:27]=4)[C:19](=[O:32])[N:18]([CH2:33][CH3:34])[C:16]=3[N:17]=2)=[CH:3][CH:4]=1, predict the reactants needed to synthesize it. The reactants are: [NH2:1][C:2]1[CH:7]=[CH:6][N:5]=[CH:4][CH:3]=1.[H-].[Li+].CS[C:12]1[N:13]=[CH:14][C:15]2[CH:21]=[C:20]([C:22]3[CH:27]=[C:26]([O:28][CH3:29])[CH:25]=[C:24]([O:30][CH3:31])[CH:23]=3)[C:19](=[O:32])[N:18]([CH2:33][CH3:34])[C:16]=2[N:17]=1.[ClH:35]. (2) Given the product [CH:33]1([NH:36][C:37]([C:38]2[CH:39]=[C:40]([F:54])[C:41]([CH3:53])=[C:42]([C:2]3[CH:3]=[C:4]4[C:9](=[CH:10][CH:11]=3)[C:8](=[O:12])[N:7]([CH2:13][CH:14]3[CH2:15][CH2:16]3)[CH:6]=[C:5]4[S:17]([N:20]3[CH2:21][CH2:22][N:23]([C:26]([O:28][C:29]([CH3:31])([CH3:30])[CH3:32])=[O:27])[CH2:24][CH2:25]3)(=[O:19])=[O:18])[CH:43]=2)=[O:55])[CH2:35][CH2:34]1, predict the reactants needed to synthesize it. The reactants are: Br[C:2]1[CH:3]=[C:4]2[C:9](=[CH:10][CH:11]=1)[C:8](=[O:12])[N:7]([CH2:13][CH:14]1[CH2:16][CH2:15]1)[CH:6]=[C:5]2[S:17]([N:20]1[CH2:25][CH2:24][N:23]([C:26]([O:28][C:29]([CH3:32])([CH3:31])[CH3:30])=[O:27])[CH2:22][CH2:21]1)(=[O:19])=[O:18].[CH:33]1([NH:36][C:37](=[O:55])[C:38]2[CH:43]=[C:42](B3OC(C)(C)C(C)(C)O3)[C:41]([CH3:53])=[C:40]([F:54])[CH:39]=2)[CH2:35][CH2:34]1.C(=O)([O-])[O-].[K+].[K+]. (3) Given the product [Br:1][C:2]1[CH:3]=[C:4]([S:8][CH2:15][CH:14]([O:17][CH2:18][CH3:19])[O:13][CH2:11][CH3:12])[CH:5]=[CH:6][CH:7]=1, predict the reactants needed to synthesize it. The reactants are: [Br:1][C:2]1[CH:3]=[C:4]([SH:8])[CH:5]=[CH:6][CH:7]=1.[OH-].[K+].[CH2:11]([O:13][CH:14]([O:17][CH2:18][CH3:19])[CH2:15]Br)[CH3:12].